This data is from Reaction yield outcomes from USPTO patents with 853,638 reactions. The task is: Predict the reaction yield, written as a fraction of the theoretical maximum amount of product (1.0 means a 100% yield; for example, 0.34 means a 34% yield). (1) The reactants are I[C:2]1[C:6]([CH:7]=[O:8])=[CH:5][N:4]([CH:9]2[CH2:14][CH2:13][CH2:12][CH2:11][O:10]2)[N:3]=1.[CH3:15][C:16]1([CH3:35])[CH2:20][C:19]2([CH2:25][CH2:24][C:23](B3OC(C)(C)C(C)(C)O3)=[CH:22][CH2:21]2)[O:18][CH2:17]1.C([O-])([O-])=O.[Cs+].[Cs+]. The catalyst is O1CCOCC1.O. The yield is 0.580. The product is [CH3:15][C:16]1([CH3:35])[CH2:20][C:19]2([CH2:25][CH2:24][C:23]([C:2]3[C:6]([CH:7]=[O:8])=[CH:5][N:4]([CH:9]4[CH2:14][CH2:13][CH2:12][CH2:11][O:10]4)[N:3]=3)=[CH:22][CH2:21]2)[O:18][CH2:17]1. (2) The product is [CH2:1]([C@H:3]1[C@@H:7]([C:8]2[N:12]3[C:13]4[CH:19]=[CH:18][N:17]([CH2:20][O:21][CH2:22][CH2:23][Si:24]([CH3:26])([CH3:25])[CH3:27])[C:14]=4[N:15]=[CH:16][C:11]3=[N:10][N:9]=2)[CH2:6][C@H:5]([O:28][CH2:38][C:39]2[CH:43]=[C:42]([CH3:44])[O:41][N:40]=2)[CH2:4]1)[CH3:2]. The yield is 0.720. The reactants are [CH2:1]([CH:3]1[CH:7]([C:8]2[N:12]3[C:13]4[CH:19]=[CH:18][N:17]([CH2:20][O:21][CH2:22][CH2:23][Si:24]([CH3:27])([CH3:26])[CH3:25])[C:14]=4[N:15]=[CH:16][C:11]3=[N:10][N:9]=2)[CH2:6][CH:5]([OH:28])[CH2:4]1)[CH3:2].[OH-].[K+].O1CCOCC1.Br[CH2:38][C:39]1[CH:43]=[C:42]([CH3:44])[O:41][N:40]=1. The catalyst is CCCC[N+](CCCC)(CCCC)CCCC.[Br-].O.CCOC(C)=O. (3) The reactants are Cl.[Cl:2][C:3]1[CH:8]=[C:7]([C:9]2[CH:10]=[C:11]([CH3:15])[CH:12]=[CH:13][CH:14]=2)[N:6]=[C:5]2[CH2:16][CH2:17][CH2:18][C:4]=12.[NH2:19][C:20]1[CH:25]=[CH:24][C:23]([CH2:26][C:27]([NH2:29])=[O:28])=[CH:22][CH:21]=1. No catalyst specified. The product is [ClH:2].[C:11]1([CH3:15])[CH:12]=[CH:13][CH:14]=[C:9]([C:7]2[N:6]=[C:5]3[CH2:16][CH2:17][CH2:18][C:4]3=[C:3]([NH:19][C:20]3[CH:21]=[CH:22][C:23]([CH2:26][C:27]([NH2:29])=[O:28])=[CH:24][CH:25]=3)[CH:8]=2)[CH:10]=1. The yield is 0.990. (4) The reactants are [N:1]1([C:12]([O:14][C:15]([CH3:18])([CH3:17])[CH3:16])=[O:13])[CH2:6][CH2:5][CH2:4][C@@H:3]([C:7]([O:9]CC)=[O:8])[CH2:2]1.[Li+].[OH-]. The catalyst is CO.O. The product is [C:15]([O:14][C:12]([N:1]1[CH2:6][CH2:5][CH2:4][C@@H:3]([C:7]([OH:9])=[O:8])[CH2:2]1)=[O:13])([CH3:18])([CH3:16])[CH3:17]. The yield is 0.920. (5) The reactants are [CH2:1]([NH:3][C:4]1[CH:9]=[CH:8][CH:7]=[CH:6][CH:5]=1)[CH3:2].CCN(C(C)C)C(C)C.[C:19](Cl)(Cl)=[O:20].[NH2:23][CH2:24][C:25]1[CH:26]=[CH:27][C:28]([CH2:33][N:34]([CH2:45][C:46]2[C:51]([CH3:52])=[CH:50][C:49]([CH3:53])=[CH:48][N:47]=2)[CH:35]2[C:44]3[N:43]=[CH:42][CH:41]=[CH:40][C:39]=3[CH2:38][CH2:37][CH2:36]2)=[C:29]([CH2:31][OH:32])[CH:30]=1. The catalyst is C1(C)C=CC=CC=1.CN(C=O)C. The product is [CH3:52][C:51]1[C:46]([CH2:45][N:34]([CH2:33][C:28]2[CH:27]=[CH:26][C:25]([CH2:24][NH:23][C:19](=[O:20])[N:3]([CH2:1][CH3:2])[C:4]3[CH:9]=[CH:8][CH:7]=[CH:6][CH:5]=3)=[CH:30][C:29]=2[CH2:31][OH:32])[CH:35]2[C:44]3[N:43]=[CH:42][CH:41]=[CH:40][C:39]=3[CH2:38][CH2:37][CH2:36]2)=[N:47][CH:48]=[C:49]([CH3:53])[CH:50]=1. The yield is 0.780. (6) The reactants are [O:1]1[CH2:6][CH2:5][N:4]([C:7]2[C:8]3[N:9]([CH:33]=[C:34]([CH2:36][CH2:37][C:38]4[CH:47]=[CH:46][C:45]5[C:40](=[CH:41][CH:42]=[CH:43][CH:44]=5)[N:39]=4)[N:35]=3)[C:10]([C:13]3[CH:32]=[CH:31][C:16]([C:17]([N:19]4[CH2:23][CH2:22][CH2:21][C@H:20]4[C:24]([O:26]C(C)(C)C)=[O:25])=[O:18])=[CH:15][CH:14]=3)=[CH:11][N:12]=2)[CH2:3][CH2:2]1.[C:48]([OH:54])([C:50]([F:53])([F:52])[F:51])=[O:49].C(Cl)Cl. No catalyst specified. The product is [F:51][C:50]([F:53])([F:52])[C:48]([OH:54])=[O:49].[O:1]1[CH2:2][CH2:3][N:4]([C:7]2[C:8]3[N:9]([CH:33]=[C:34]([CH2:36][CH2:37][C:38]4[CH:47]=[CH:46][C:45]5[C:40](=[CH:41][CH:42]=[CH:43][CH:44]=5)[N:39]=4)[N:35]=3)[C:10]([C:13]3[CH:14]=[CH:15][C:16]([C:17]([N:19]4[CH2:23][CH2:22][CH2:21][C@H:20]4[C:24]([OH:26])=[O:25])=[O:18])=[CH:31][CH:32]=3)=[CH:11][N:12]=2)[CH2:5][CH2:6]1. The yield is 0.300. (7) The yield is 0.370. The reactants are C([O:4][C@H:5]1[C@@H:28]([O:29]C(=O)C)[C@H:27]([O:33]C(=O)C)[C@@H:26]([CH2:37][O:38]C(=O)C)[O:25][C@@H:6]1[O:7][C:8]1[CH:13]=[CH:12][C:11]([C:14]2[CH:15]=[C:16]3[N:22]=[CH:21][N:20]([CH3:23])[C:17]3=[N:18][CH:19]=2)=[CH:10][C:9]=1[Cl:24])(=O)C. The catalyst is CO. The product is [O:7]([C:8]1[CH:13]=[CH:12][C:11]([C:14]2[CH:15]=[C:16]3[N:22]=[CH:21][N:20]([CH3:23])[C:17]3=[N:18][CH:19]=2)=[CH:10][C:9]=1[Cl:24])[C@H:6]1[O:25][C@H:26]([CH2:37][OH:38])[C@@H:27]([OH:33])[C@H:28]([OH:29])[C@@H:5]1[OH:4]. (8) The reactants are [C:1]([O:5][C:6]([N:8]1[CH2:13][CH2:12][C:11]([C:15]2[N:16]([CH3:41])[C:17]3[C:22]([N:23]=2)=[C:21]([N:24]2[CH2:29][CH2:28][O:27][CH2:26][CH2:25]2)[N:20]=[C:19]([N:30]2[C:34]4[CH:35]=[CH:36][CH:37]=[CH:38][C:33]=4[N:32]=[C:31]2[CH2:39][CH3:40])[N:18]=3)([OH:14])[CH2:10][CH2:9]1)=[O:7])([CH3:4])([CH3:3])[CH3:2].[H-].[Na+].I[CH3:45]. The catalyst is C1COCC1.C1OCCOCCOCCOCCOC1. The product is [C:1]([O:5][C:6]([N:8]1[CH2:9][CH2:10][C:11]([C:15]2[N:16]([CH3:41])[C:17]3[C:22]([N:23]=2)=[C:21]([N:24]2[CH2:25][CH2:26][O:27][CH2:28][CH2:29]2)[N:20]=[C:19]([N:30]2[C:34]4[CH:35]=[CH:36][CH:37]=[CH:38][C:33]=4[N:32]=[C:31]2[CH2:39][CH3:40])[N:18]=3)([O:14][CH3:45])[CH2:12][CH2:13]1)=[O:7])([CH3:4])([CH3:3])[CH3:2]. The yield is 0.690. (9) The reactants are [Br:1][C:2]1[CH:7]=[CH:6][C:5]([S:8](Cl)(=[O:10])=[O:9])=[C:4]([O:12][C:13]([F:16])([F:15])[F:14])[CH:3]=1.[CH2:17]([NH2:20])[CH2:18][NH2:19]. No catalyst specified. The product is [NH2:19][CH2:18][CH2:17][NH:20][S:8]([C:5]1[CH:6]=[CH:7][C:2]([Br:1])=[CH:3][C:4]=1[O:12][C:13]([F:16])([F:15])[F:14])(=[O:10])=[O:9]. The yield is 0.890.